Task: Predict the reactants needed to synthesize the given product.. Dataset: Full USPTO retrosynthesis dataset with 1.9M reactions from patents (1976-2016) (1) Given the product [CH3:17][Si:14]1([CH3:18])[CH2:15][CH2:16][N:11]([C:3]2[CH:4]=[CH:5][C:6]([NH:8][C:24](=[O:25])[O:26][CH2:27][C:28]3[CH:33]=[CH:32][CH:31]=[CH:30][CH:29]=3)=[CH:7][C:2]=2[F:1])[CH2:12][CH2:13]1, predict the reactants needed to synthesize it. The reactants are: [F:1][C:2]1[CH:7]=[C:6]([N+:8]([O-])=O)[CH:5]=[CH:4][C:3]=1[N:11]1[CH2:16][CH2:15][Si:14]([CH3:18])([CH3:17])[CH2:13][CH2:12]1.C([O-])(O)=O.[Na+].[C:24](Cl)([O:26][CH2:27][C:28]1[CH:33]=[CH:32][CH:31]=[CH:30][CH:29]=1)=[O:25]. (2) Given the product [Cl:1][C:19]1[CH:20]=[C:15]([CH:12]2[CH2:11][CH2:10][O:9][CH2:14][CH2:13]2)[C:16]([OH:22])=[CH:17][C:18]=1[OH:21], predict the reactants needed to synthesize it. The reactants are: [Cl:1]N1C(=O)CCC1=O.[O:9]1[CH2:14][CH2:13][CH:12]([C:15]2[CH:20]=[CH:19][C:18]([OH:21])=[CH:17][C:16]=2[OH:22])[CH2:11][CH2:10]1. (3) Given the product [N:1]([CH2:6][C:7]([C:10]1[CH:15]=[CH:14][C:13]([Cl:16])=[CH:12][C:11]=1[Cl:17])([F:9])[F:8])=[N+:2]=[N-:3], predict the reactants needed to synthesize it. The reactants are: [N-:1]=[N+:2]=[N-:3].[Na+].Br[CH2:6][C:7]([C:10]1[CH:15]=[CH:14][C:13]([Cl:16])=[CH:12][C:11]=1[Cl:17])([F:9])[F:8].O. (4) Given the product [CH3:1][N:2]1[C:6]([C@H:7]2[CH2:8][CH2:9][CH2:10][CH2:11][C@@H:12]2[OH:13])=[CH:5][CH:4]=[N:3]1, predict the reactants needed to synthesize it. The reactants are: [CH3:1][N:2]1[C:6]([C@:7]23[O:13][C@H:12]2[CH2:11][CH2:10][CH2:9][CH2:8]3)=[CH:5][CH:4]=[N:3]1. (5) Given the product [Br:1][C:2]1[CH:3]=[C:4]([CH2:5][NH:14][CH:11]2[CH2:13][CH2:12]2)[CH:7]=[C:8]([Cl:10])[CH:9]=1, predict the reactants needed to synthesize it. The reactants are: [Br:1][C:2]1[CH:3]=[C:4]([CH:7]=[C:8]([Cl:10])[CH:9]=1)[CH:5]=O.[CH:11]1([NH2:14])[CH2:13][CH2:12]1.C([BH3-])#N.[Na+].C(O)(=O)C.